Dataset: Forward reaction prediction with 1.9M reactions from USPTO patents (1976-2016). Task: Predict the product of the given reaction. Given the reactants [CH2:1]([N:8]([C:15]1[CH:20]=[CH:19][C:18]([C:21]([OH:30])([C:26]([F:29])([F:28])[F:27])[C:22]([F:25])([F:24])[F:23])=[CH:17][CH:16]=1)[CH2:9][C:10](=[O:14])[CH2:11][CH2:12][CH3:13])[C:2]1[CH:7]=[CH:6][CH:5]=[CH:4][CH:3]=1.CN(C1C=CC(C(O)(C(F)(F)F)C(F)(F)F)=CC=1)CC(=[O:38])CCC, predict the reaction product. The product is: [OH2:14].[C:21]([OH:30])([C:26]([F:29])([F:28])[F:27])=[O:38].[CH2:1]([N:8]([C:15]1[CH:20]=[CH:19][C:18]([C:21]([OH:30])([C:26]([F:29])([F:28])[F:27])[C:22]([F:25])([F:23])[F:24])=[CH:17][CH:16]=1)[CH2:9][CH:10]([OH:14])[CH2:11][CH2:12][CH3:13])[C:2]1[CH:7]=[CH:6][CH:5]=[CH:4][CH:3]=1.